From a dataset of Reaction yield outcomes from USPTO patents with 853,638 reactions. Predict the reaction yield, written as a fraction of the theoretical maximum amount of product (1.0 means a 100% yield; for example, 0.34 means a 34% yield). (1) The reactants are [CH3:1][N:2]1[CH2:6][CH2:5][CH2:4][C@H:3]1[C:7]1[CH:8]=[C:9]([O:13][CH2:14][CH2:15][NH:16]C(=O)OC(C)(C)C)[CH:10]=[N:11][CH:12]=1.C(Cl)Cl. The catalyst is FC(F)(F)C(O)=O. The product is [CH3:1][N:2]1[CH2:6][CH2:5][CH2:4][C@H:3]1[C:7]1[CH:8]=[C:9]([O:13][CH2:14][CH2:15][NH2:16])[CH:10]=[N:11][CH:12]=1. The yield is 0.850. (2) The yield is 0.380. The reactants are [NH:1]1[CH2:6][CH2:5][S:4](=[O:8])(=[O:7])[CH2:3][CH2:2]1.[H-].[Na+].Cl[C:12]1[CH:17]=[CH:16][C:15]([N+:18]([O-:20])=[O:19])=[CH:14][N:13]=1. The product is [N+:18]([C:15]1[CH:16]=[CH:17][C:12]([N:1]2[CH2:6][CH2:5][S:4](=[O:8])(=[O:7])[CH2:3][CH2:2]2)=[N:13][CH:14]=1)([O-:20])=[O:19]. The catalyst is C1COCC1. (3) The reactants are [Br:1][C:2]1[CH:11]=[C:10]2[C:5]([C:6](Cl)=[C:7]([C:12]([NH2:14])=[O:13])[CH:8]=[N:9]2)=[CH:4][CH:3]=1.[NH2:16][C:17]1[CH:18]=[C:19]([CH:25]=[CH:26][CH:27]=1)[C:20]([O:22][CH2:23][CH3:24])=[O:21]. The catalyst is O1CCOCC1. The product is [NH2:14][C:12]([C:7]1[CH:8]=[N:9][C:10]2[C:5]([C:6]=1[NH:16][C:17]1[CH:18]=[C:19]([CH:25]=[CH:26][CH:27]=1)[C:20]([O:22][CH2:23][CH3:24])=[O:21])=[CH:4][CH:3]=[C:2]([Br:1])[CH:11]=2)=[O:13]. The yield is 0.840.